Predict the reactants needed to synthesize the given product. From a dataset of Retrosynthesis with 50K atom-mapped reactions and 10 reaction types from USPTO. (1) Given the product COC(=O)c1ccc(C#C[Si](C)(C)C)cc1, predict the reactants needed to synthesize it. The reactants are: C#C[Si](C)(C)C.COC(=O)c1ccc(Br)cc1. (2) Given the product Cc1ccccc1C(=O)N(C)c1ccc(C(=O)N2Cc3cccn3Cc3ccccc32)cc1, predict the reactants needed to synthesize it. The reactants are: Cc1ccccc1C(=O)N(C)c1ccc(C(=O)Cl)cc1.c1ccc2c(c1)Cn1cccc1CN2. (3) Given the product CC(C)CC(=O)CNC(=O)c1ccc(F)cc1, predict the reactants needed to synthesize it. The reactants are: CC(C)CC(=O)CN.O=C(Cl)c1ccc(F)cc1. (4) Given the product Cc1cc(OCc2ccc(F)cc2F)c(Br)c(=O)n1-c1cc(NC(=O)C(C)(C)O)ccc1F, predict the reactants needed to synthesize it. The reactants are: CC(=O)OC(C)(C)C(=O)Nc1ccc(F)c(-n2c(C)cc(OCc3ccc(F)cc3F)c(Br)c2=O)c1. (5) Given the product O=C(O)C(F)(F)F, predict the reactants needed to synthesize it. The reactants are: CCC1CN(C(Cc2ccc3ccccc3c2)C(=O)NC)CCN1C(=O)C(Cc1ccc(F)cc1)NC(=O)C1CN(C(=O)OC(C)(C)C)C1. (6) Given the product CC1Cn2c(cc(OCc3ccc(F)c(F)c3)nc2=O)N1C, predict the reactants needed to synthesize it. The reactants are: CC1Cn2c(cc(Cl)nc2=O)N1C.OCc1ccc(F)c(F)c1. (7) Given the product Cc1noc(-c2ccc(N3CCC4(CC3)CN(c3cccc(F)c3)C(=O)O4)nn2)n1, predict the reactants needed to synthesize it. The reactants are: Cc1noc(-c2ccc(Cl)nn2)n1.O=C1OC2(CCNCC2)CN1c1cccc(F)c1.